Dataset: Full USPTO retrosynthesis dataset with 1.9M reactions from patents (1976-2016). Task: Predict the reactants needed to synthesize the given product. Given the product [Cl:14][C:11]1[CH:12]=[CH:13][C:8]([CH:5]2[CH2:6][CH2:7][N:4]2[C:21]([O:20][CH2:19][C:18]([Cl:25])([Cl:24])[Cl:17])=[O:22])=[C:9]([CH2:15][OH:16])[CH:10]=1, predict the reactants needed to synthesize it. The reactants are: [OH-].[Na+].Cl.[NH:4]1[CH2:7][CH2:6][CH:5]1[C:8]1[CH:13]=[CH:12][C:11]([Cl:14])=[CH:10][C:9]=1[CH2:15][OH:16].[Cl:17][C:18]([Cl:25])([Cl:24])[CH2:19][O:20][C:21](Cl)=[O:22].Cl.